Dataset: Peptide-MHC class II binding affinity with 134,281 pairs from IEDB. Task: Regression. Given a peptide amino acid sequence and an MHC pseudo amino acid sequence, predict their binding affinity value. This is MHC class II binding data. The peptide sequence is WQTLSAALDAQAVEL. The MHC is DRB1_1501 with pseudo-sequence DRB1_1501. The binding affinity (normalized) is 0.391.